The task is: Predict the reaction yield, written as a fraction of the theoretical maximum amount of product (1.0 means a 100% yield; for example, 0.34 means a 34% yield).. This data is from Reaction yield outcomes from USPTO patents with 853,638 reactions. The reactants are CC1(C)[O:6][C@@H:5]([C@@H:7]([OH:22])[C@:8]([F:21])([CH3:20])[C:9](N2[C@@H](C(C)C)COC2=O)=[O:10])[CH2:4][O:3]1.OO.O.[OH-].[Li+].S([O-])([O-])=O.[Na+].[Na+].Cl. The catalyst is O.C1COCC1. The product is [F:21][C@:8]1([CH3:20])[C@H:7]([OH:22])[CH:5]([CH2:4][OH:3])[O:6][C:9]1=[O:10]. The yield is 0.670.